Predict the product of the given reaction. From a dataset of Forward reaction prediction with 1.9M reactions from USPTO patents (1976-2016). Given the reactants C(OC([NH:8][C:9]1[C:14]([C:15]([OH:17])=[O:16])=[CH:13][N:12]=[CH:11][CH:10]=1)=O)(C)(C)C.C(O)(C(F)(F)F)=O, predict the reaction product. The product is: [NH2:8][C:9]1[C:14]([C:15]([OH:17])=[O:16])=[CH:13][N:12]=[CH:11][CH:10]=1.